This data is from Full USPTO retrosynthesis dataset with 1.9M reactions from patents (1976-2016). The task is: Predict the reactants needed to synthesize the given product. (1) Given the product [NH2:1][C:2]1[C:11]2[C:6](=[CH:7][CH:8]=[CH:9][C:10]=2[O:12][CH2:13][C:14]([CH3:18])([CH3:19])[C:15]([NH:30][CH2:29][CH:26]2[CH2:28][CH2:27]2)=[O:17])[N:5]=[C:4]([CH3:20])[C:3]=1[C:21]([O:23][CH2:24][CH3:25])=[O:22], predict the reactants needed to synthesize it. The reactants are: [NH2:1][C:2]1[C:11]2[C:6](=[CH:7][CH:8]=[CH:9][C:10]=2[O:12][CH2:13][C:14]([CH3:19])([CH3:18])[C:15]([OH:17])=O)[N:5]=[C:4]([CH3:20])[C:3]=1[C:21]([O:23][CH2:24][CH3:25])=[O:22].[CH:26]1([CH2:29][NH2:30])[CH2:28][CH2:27]1. (2) Given the product [C:24]([C:23]1[CH:26]=[CH:27][C:20]([N:18]2[C:11]([C:12]([F:13])([F:14])[F:15])=[C:5]([C:6]([O:8][CH2:9][CH3:10])=[O:7])[CH:4]=[N:19]2)=[CH:21][CH:22]=1)#[N:25], predict the reactants needed to synthesize it. The reactants are: C(O/[CH:4]=[C:5](/[C:11](=O)[C:12]([F:15])([F:14])[F:13])\[C:6]([O:8][CH2:9][CH3:10])=[O:7])C.Cl.[NH:18]([C:20]1[CH:27]=[CH:26][C:23]([C:24]#[N:25])=[CH:22][CH:21]=1)[NH2:19]. (3) Given the product [CH2:1]([N:8]1[CH2:13][CH2:12][CH:11]([C:14](=[O:15])[CH3:20])[CH2:10][CH2:9]1)[C:2]1[CH:7]=[CH:6][CH:5]=[CH:4][CH:3]=1, predict the reactants needed to synthesize it. The reactants are: [CH2:1]([N:8]1[CH2:13][CH2:12][CH:11]([C:14](N(OC)C)=[O:15])[CH2:10][CH2:9]1)[C:2]1[CH:7]=[CH:6][CH:5]=[CH:4][CH:3]=1.[CH3:20][Mg]Br.CCOC(C)=O.[NH4+].[Cl-]. (4) Given the product [CH2:28]([N:30]1[CH:35]=[C:34]([C:2]2[C:3]([N:18]3[C:22]([CH3:23])=[CH:21][C:20]([C:24]([F:27])([F:26])[F:25])=[N:19]3)=[N:4][C:5]([NH:8][C:9]3[CH:14]=[C:13]([CH3:15])[CH:12]=[C:11]([O:16][CH3:17])[CH:10]=3)=[N:6][CH:7]=2)[CH:33]=[C:32]([C:45]([O:47][CH2:48][CH3:49])=[O:46])[C:31]1=[O:50])[CH3:29], predict the reactants needed to synthesize it. The reactants are: Br[C:2]1[C:3]([N:18]2[C:22]([CH3:23])=[CH:21][C:20]([C:24]([F:27])([F:26])[F:25])=[N:19]2)=[N:4][C:5]([NH:8][C:9]2[CH:14]=[C:13]([CH3:15])[CH:12]=[C:11]([O:16][CH3:17])[CH:10]=2)=[N:6][CH:7]=1.[CH2:28]([N:30]1[CH:35]=[C:34](B2OC(C)(C)C(C)(C)O2)[CH:33]=[C:32]([C:45]([O:47][CH2:48][CH3:49])=[O:46])[C:31]1=[O:50])[CH3:29].C(OC(C1C(=O)N(CC)C=C(B(O)O)C=1)=O)C.C(=O)([O-])[O-].[Na+].[Na+]. (5) Given the product [CH3:30][O:29][C:27](=[O:28])[C:26]1[CH:31]=[CH:32][C:23]([CH2:22][N:11]([C@@H:12]2[CH2:17][CH2:16][CH2:15][CH2:14][C@@H:13]2[C:18](=[O:19])[NH2:20])[S:8]([C:5]2[CH:6]=[CH:7][C:2]([Cl:1])=[CH:3][CH:4]=2)(=[O:9])=[O:10])=[CH:24][CH:25]=1, predict the reactants needed to synthesize it. The reactants are: [Cl:1][C:2]1[CH:7]=[CH:6][C:5]([S:8]([NH:11][C@@H:12]2[CH2:17][CH2:16][CH2:15][CH2:14][C@@H:13]2[C:18]([NH2:20])=[O:19])(=[O:10])=[O:9])=[CH:4][CH:3]=1.Br[CH2:22][C:23]1[CH:32]=[CH:31][C:26]([C:27]([O:29][CH3:30])=[O:28])=[CH:25][CH:24]=1.C(=O)([O-])[O-].[Cs+].[Cs+]. (6) Given the product [F:15][C:2]1([F:1])[CH2:7][CH2:6][N:5]([C:8]2[CH:13]=[CH:12][CH:11]=[CH:10][C:9]=2[NH:14][C:23]([C:21]2[O:22][C:18]([C:16]#[N:17])=[CH:19][CH:20]=2)=[O:24])[CH2:4][CH2:3]1, predict the reactants needed to synthesize it. The reactants are: [F:1][C:2]1([F:15])[CH2:7][CH2:6][N:5]([C:8]2[CH:13]=[CH:12][CH:11]=[CH:10][C:9]=2[NH2:14])[CH2:4][CH2:3]1.[C:16]([C:18]1[O:22][C:21]([C:23](Cl)=[O:24])=[CH:20][CH:19]=1)#[N:17].CCN(C(C)C)C(C)C. (7) Given the product [C:12]1([S:22]([N:2]2[CH2:7][CH2:6][CH2:5][CH:4]([OH:8])[CH2:3]2)(=[O:24])=[O:23])[C:21]2[C:16](=[CH:17][CH:18]=[CH:19][CH:20]=2)[CH:15]=[CH:14][CH:13]=1, predict the reactants needed to synthesize it. The reactants are: Cl.[NH:2]1[CH2:7][CH2:6][CH2:5][C@H:4]([OH:8])[CH2:3]1.C(Cl)Cl.[C:12]1([S:22](Cl)(=[O:24])=[O:23])[C:21]2[C:16](=[CH:17][CH:18]=[CH:19][CH:20]=2)[CH:15]=[CH:14][CH:13]=1. (8) The reactants are: CS(O[CH2:6][CH2:7][C:8]1[O:9][C:10]2[CH:16]=[CH:15][C:14]([C:17]3[CH:22]=[CH:21][C:20]([C:23]#[N:24])=[CH:19][CH:18]=3)=[CH:13][C:11]=2[CH:12]=1)(=O)=O.Br.[CH3:26][C@@H:27]1[CH2:31][CH2:30][CH2:29][NH:28]1.C(=O)([O-])[O-].[Na+].[Na+]. Given the product [CH3:26][C@@H:27]1[CH2:31][CH2:30][CH2:29][N:28]1[CH2:6][CH2:7][C:8]1[O:9][C:10]2[CH:16]=[CH:15][C:14]([C:17]3[CH:22]=[CH:21][C:20]([C:23]#[N:24])=[CH:19][CH:18]=3)=[CH:13][C:11]=2[CH:12]=1, predict the reactants needed to synthesize it. (9) Given the product [NH2:1][C:2]1[C:6]([C:7]([O-:9])=[O:8])=[CH:5][N:4]([C:12]2[CH:13]=[N:14][CH:15]=[CH:16][CH:17]=2)[N:3]=1.[Na+:19], predict the reactants needed to synthesize it. The reactants are: [NH2:1][C:2]1[C:6]([C:7]([O:9]CC)=[O:8])=[CH:5][N:4]([C:12]2[CH:13]=[N:14][CH:15]=[CH:16][CH:17]=2)[N:3]=1.[OH-].[Na+:19].